From a dataset of Forward reaction prediction with 1.9M reactions from USPTO patents (1976-2016). Predict the product of the given reaction. Given the reactants [C:1]([C:3]1[CH:4]=[CH:5][C:6]([NH:9][C:10]([N:12]2[C:21]3[C:16](=[CH:17][C:18]([CH:27]=O)=[C:19]([CH:22]([O:25][CH3:26])[O:23][CH3:24])[N:20]=3)[CH2:15][CH2:14][CH2:13]2)=[O:11])=[N:7][CH:8]=1)#[N:2].[CH3:29][NH:30][CH3:31].C(O[BH-](OC(=O)C)OC(=O)C)(=O)C.[Na+].C([O-])(O)=O.[Na+], predict the reaction product. The product is: [C:1]([C:3]1[CH:4]=[CH:5][C:6]([NH:9][C:10]([N:12]2[C:21]3[C:16](=[CH:17][C:18]([CH2:27][N:30]([CH3:31])[CH3:29])=[C:19]([CH:22]([O:23][CH3:24])[O:25][CH3:26])[N:20]=3)[CH2:15][CH2:14][CH2:13]2)=[O:11])=[N:7][CH:8]=1)#[N:2].